From a dataset of Full USPTO retrosynthesis dataset with 1.9M reactions from patents (1976-2016). Predict the reactants needed to synthesize the given product. (1) Given the product [Cl:1][C:2]1[CH:7]=[CH:6][C:5]([C:8]2[CH:9]=[CH:10][C:11]([CH2:14][CH2:15][C@H:16]3[O:25][C@@H:19]4[O:20][C:21]([CH3:24])([CH3:23])[O:22][C@@H:18]4[C@@H:17]3[CH2:26][CH2:27][OH:28])=[CH:12][CH:13]=2)=[CH:4][CH:3]=1, predict the reactants needed to synthesize it. The reactants are: [Cl:1][C:2]1[CH:7]=[CH:6][C:5]([C:8]2[CH:13]=[CH:12][C:11]([CH2:14][CH2:15][C@H:16]3[O:25][C@@H:19]4[O:20][C:21]([CH3:24])([CH3:23])[O:22][C@@H:18]4[C@@H:17]3[CH2:26][C:27](OCC)=[O:28])=[CH:10][CH:9]=2)=[CH:4][CH:3]=1.[H-].[Al+3].[Li+].[H-].[H-].[H-].[Cl-].[NH4+]. (2) Given the product [CH:1]([C:4]1[CH:19]=[CH:18][C:7]([CH2:8][C:9]2[C:14]([CH3:15])=[CH:13][C:12]([CH3:16])=[CH:11][C:10]=2[O:17][CH2:27][C:28]([CH3:29])=[O:30])=[CH:6][CH:5]=1)([CH3:3])[CH3:2], predict the reactants needed to synthesize it. The reactants are: [CH:1]([C:4]1[CH:19]=[CH:18][C:7]([CH2:8][C:9]2[C:14]([CH3:15])=[CH:13][C:12]([CH3:16])=[CH:11][C:10]=2[OH:17])=[CH:6][CH:5]=1)([CH3:3])[CH3:2].C(=O)([O-])[O-].[K+].[K+].Cl[CH2:27][C:28](=[O:30])[CH3:29].[I-].[K+]. (3) Given the product [CH2:9]1[O:10][C:5]2[C:6](=[CH:7][C:2]([CH3:1])=[C:3]([CH:4]=2)[C:11]([C:13]2[C:14]([Cl:23])=[N:15][CH:16]=[CH:17][C:18]=2[C:19]([F:21])([F:22])[F:20])=[O:12])[O:8]1, predict the reactants needed to synthesize it. The reactants are: [CH3:1][C:2]1[CH:7]=[C:6]2[O:8][CH2:9][O:10][C:5]2=[CH:4][C:3]=1[CH:11]([C:13]1[C:14]([Cl:23])=[N:15][CH:16]=[CH:17][C:18]=1[C:19]([F:22])([F:21])[F:20])[OH:12]. (4) Given the product [CH3:13][O:12][C:6]1([O:14][CH3:15])[C:5](=[O:16])[C:4]2[C:8](=[CH:9][CH:10]=[C:2]([B:17]3[O:21][C:20]([CH3:23])([CH3:22])[C:19]([CH3:25])([CH3:24])[O:18]3)[CH:3]=2)[C:7]1=[O:11], predict the reactants needed to synthesize it. The reactants are: Br[C:2]1[CH:3]=[C:4]2[C:8](=[CH:9][CH:10]=1)[C:7](=[O:11])[C:6]([O:14][CH3:15])([O:12][CH3:13])[C:5]2=[O:16].[B:17]1([B:17]2[O:21][C:20]([CH3:23])([CH3:22])[C:19]([CH3:25])([CH3:24])[O:18]2)[O:21][C:20]([CH3:23])([CH3:22])[C:19]([CH3:25])([CH3:24])[O:18]1.C(Cl)Cl. (5) Given the product [CH2:18]([O:1][C:2]1[CH:11]=[C:10]([O:12][CH2:13][CH2:14][OH:15])[CH:9]=[CH:8][C:3]=1[C:4]([OH:6])=[O:5])[CH:17]=[CH2:16], predict the reactants needed to synthesize it. The reactants are: [OH:1][C:2]1[CH:11]=[C:10]([O:12][CH2:13][CH2:14][OH:15])[CH:9]=[CH:8][C:3]=1[C:4]([O:6]C)=[O:5].[CH2:16](Br)[CH:17]=[CH2:18].C(=O)([O-])[O-].[K+].[K+].